Dataset: Full USPTO retrosynthesis dataset with 1.9M reactions from patents (1976-2016). Task: Predict the reactants needed to synthesize the given product. (1) Given the product [Cl:11][C:9]1[CH:8]=[CH:7][C:3]([C:4]([OH:6])=[O:5])=[C:2]([NH:18][C:19]2[CH:24]=[CH:23][CH:22]=[CH:21][CH:20]=2)[CH:10]=1, predict the reactants needed to synthesize it. The reactants are: Br[C:2]1[CH:10]=[C:9]([Cl:11])[CH:8]=[CH:7][C:3]=1[C:4]([OH:6])=[O:5].C(=O)([O-])[O-].[K+].[K+].[NH2:18][C:19]1[CH:24]=[CH:23][CH:22]=[CH:21][CH:20]=1.Cl. (2) Given the product [CH:26]([O:25][C:20]1[CH:21]=[CH:22][CH:23]=[CH:24][C:19]=1[N:18]1[C:17](=[O:29])[C:16]2[C:11](=[CH:12][CH:13]=[CH:14][CH:15]=2)[N:10]=[C:9]1[CH2:8][N:1]1[CH2:6][CH2:5][NH:4][CH2:3][CH2:2]1)([CH3:28])[CH3:27], predict the reactants needed to synthesize it. The reactants are: [NH:1]1[CH2:6][CH2:5][NH:4][CH2:3][CH2:2]1.Cl[CH2:8][C:9]1[N:18]([C:19]2[CH:24]=[CH:23][CH:22]=[CH:21][C:20]=2[O:25][CH:26]([CH3:28])[CH3:27])[C:17](=[O:29])[C:16]2[C:11](=[CH:12][CH:13]=[CH:14][CH:15]=2)[N:10]=1.